Dataset: Full USPTO retrosynthesis dataset with 1.9M reactions from patents (1976-2016). Task: Predict the reactants needed to synthesize the given product. (1) Given the product [CH2:19]([O:18][C:16]([N:13]1[CH2:14][CH2:15][C:10]2([CH2:11][CH:8]([N:5]3[CH2:6][CH2:7][C:2]([F:1])([C:21]([OH:23])=[O:22])[CH2:3][CH2:4]3)[CH2:9]2)[CH2:12]1)=[O:17])[CH3:20], predict the reactants needed to synthesize it. The reactants are: [F:1][C:2]1([C:21]([O:23]C)=[O:22])[CH2:7][CH2:6][N:5]([CH:8]2[CH2:11][C:10]3([CH2:15][CH2:14][N:13]([C:16]([O:18][CH2:19][CH3:20])=[O:17])[CH2:12]3)[CH2:9]2)[CH2:4][CH2:3]1.[Li+].[OH-].Cl. (2) Given the product [CH3:1][C:2]1[CH:3]=[CH:4][C:5]2[C:11]([N:12]3[CH2:17][CH2:16][N:15]([CH3:33])[C@@H:14]([CH2:18][CH2:19][C:20]4[CH:25]=[CH:24][CH:23]=[CH:22][CH:21]=4)[CH2:13]3)=[N:10][C:9]3[CH:26]=[CH:27][CH:28]=[CH:29][C:8]=3[NH:7][C:6]=2[CH:30]=1, predict the reactants needed to synthesize it. The reactants are: [CH3:1][C:2]1[CH:3]=[CH:4][C:5]2[C:11]([N:12]3[CH2:17][CH2:16][NH:15][C@@H:14]([CH2:18][CH2:19][C:20]4[CH:25]=[CH:24][CH:23]=[CH:22][CH:21]=4)[CH2:13]3)=[N:10][C:9]3[CH:26]=[CH:27][CH:28]=[CH:29][C:8]=3[NH:7][C:6]=2[CH:30]=1.C=O.[C:33](O[BH-](OC(=O)C)OC(=O)C)(=O)C.[Na+]. (3) Given the product [C:1]([NH:4][C@@H:5]1[C@@H:11]([OH:12])[C@H:10]([OH:13])[C@@H:9]([CH2:14][O:15][C:22](=[O:30])[CH2:23][CH2:24][CH2:25][CH2:26][CH2:27][CH2:28][CH3:29])[O:8][C@@H:6]1[OH:7])(=[O:3])[CH3:2], predict the reactants needed to synthesize it. The reactants are: [C:1]([NH:4][C@@H:5]1[C@@H:11]([OH:12])[C@H:10]([OH:13])[C@@H:9]([CH2:14][OH:15])[O:8][CH:6]1[OH:7])(=[O:3])[CH3:2].N1C=CC=CC=1.[C:22](Cl)(=[O:30])[CH2:23][CH2:24][CH2:25][CH2:26][CH2:27][CH2:28][CH3:29]. (4) Given the product [CH3:3][CH:4]1[CH2:8][CH2:7][CH2:6][N:5]1[C:9]1[N:14]=[C:13]([NH:15][C:16]2[C:17]3[N:18]([CH:31]=[CH:32][N:33]=3)[N:19]=[C:20]([C:22]3[CH:23]=[C:24]([CH:28]=[CH:29][CH:30]=3)[C:25]([O-:27])=[O:26])[CH:21]=2)[CH:12]=[CH:11][CH:10]=1.[Na+:2], predict the reactants needed to synthesize it. The reactants are: [OH-].[Na+:2].[CH3:3][CH:4]1[CH2:8][CH2:7][CH2:6][N:5]1[C:9]1[N:14]=[C:13]([NH:15][C:16]2[C:17]3[N:18]([CH:31]=[CH:32][N:33]=3)[N:19]=[C:20]([C:22]3[CH:23]=[C:24]([CH:28]=[CH:29][CH:30]=3)[C:25]([OH:27])=[O:26])[CH:21]=2)[CH:12]=[CH:11][CH:10]=1. (5) Given the product [ClH:48].[O:32]=[C:31]([N:33]1[CH2:34][CH2:35][NH:36][CH2:37][CH2:38]1)[CH2:30][N:25]1[C:26]2[C:22](=[C:21]([C:18]3[N:17]=[C:16]([C:5]4[CH:6]=[CH:7][C:8]([O:9][C@@H:10]([CH3:15])[C:11]([F:12])([F:13])[F:14])=[C:3]([C:2]([F:47])([F:46])[F:1])[CH:4]=4)[O:20][N:19]=3)[CH:29]=[CH:28][CH:27]=2)[CH:23]=[CH:24]1, predict the reactants needed to synthesize it. The reactants are: [F:1][C:2]([F:47])([F:46])[C:3]1[CH:4]=[C:5]([C:16]2[O:20][N:19]=[C:18]([C:21]3[CH:29]=[CH:28][CH:27]=[C:26]4[C:22]=3[CH:23]=[CH:24][N:25]4[CH2:30][C:31]([N:33]3[CH2:38][CH2:37][N:36](C(OC(C)(C)C)=O)[CH2:35][CH2:34]3)=[O:32])[N:17]=2)[CH:6]=[CH:7][C:8]=1[O:9][C@@H:10]([CH3:15])[C:11]([F:14])([F:13])[F:12].[ClH:48].O1CCOCC1. (6) The reactants are: [CH2:1]([O:3][C:4]([C:6]1([OH:9])[CH2:8][CH2:7]1)=[O:5])[CH3:2].[H-].[Na+].C1OCCOCCOCCOCCOC1.[Br:27][C:28]1[CH:33]=[CH:32][C:31](O)=[C:30]([N+:35]([O-:37])=[O:36])[C:29]=1F. Given the product [CH2:1]([O:3][C:4]([C:6]1([O:9][C:31]2[CH:32]=[CH:33][C:28]([Br:27])=[CH:29][C:30]=2[N+:35]([O-:37])=[O:36])[CH2:8][CH2:7]1)=[O:5])[CH3:2], predict the reactants needed to synthesize it.